From a dataset of Full USPTO retrosynthesis dataset with 1.9M reactions from patents (1976-2016). Predict the reactants needed to synthesize the given product. (1) Given the product [CH3:3][C:4]([S:8]([CH3:11])(=[N:10][CH2:13][C:14]1([CH2:17][O:18][CH:19]2[CH2:24][CH2:23][CH2:22][CH2:21][O:20]2)[CH2:16][CH2:15]1)=[O:9])([CH3:7])[C:5]#[N:6], predict the reactants needed to synthesize it. The reactants are: [H-].[K+].[CH3:3][C:4]([S:8]([CH3:11])(=[NH:10])=[O:9])([CH3:7])[C:5]#[N:6].I[CH2:13][C:14]1([CH2:17][O:18][CH:19]2[CH2:24][CH2:23][CH2:22][CH2:21][O:20]2)[CH2:16][CH2:15]1.C(=O)([O-])O.[Na+]. (2) Given the product [F:1][C:2]1[CH:7]=[C:6]([S:8]([CH3:11])(=[O:9])=[O:10])[CH:5]=[CH:4][C:3]=1[N:12]1[C:16]2=[N:17][CH:18]=[N:19][C:20]([O:21][CH:22]3[CH2:23][CH2:24][N:25]([C:52]([C:44]4[CH:43]=[CH:39][C:38]([O:37][C:36]([F:35])([F:47])[F:48])=[CH:46][CH:45]=4)=[O:53])[CH2:26][CH2:27]3)=[C:15]2[CH:14]=[N:13]1, predict the reactants needed to synthesize it. The reactants are: [F:1][C:2]1[CH:7]=[C:6]([S:8]([CH3:11])(=[O:10])=[O:9])[CH:5]=[CH:4][C:3]=1[N:12]1[C:16]2=[N:17][CH:18]=[N:19][C:20]([O:21][CH:22]3[CH2:27][CH2:26][NH:25][CH2:24][CH2:23]3)=[C:15]2[CH:14]=[N:13]1.C(N(CC)CC)C.[F:35][C:36]([F:48])([F:47])[O:37][C:38]1[CH:46]=[CH:45][CH:44]=[CH:43][C:39]=1C(Cl)=O.CN([CH:52]=[O:53])C.